From a dataset of Peptide-MHC class I binding affinity with 185,985 pairs from IEDB/IMGT. Regression. Given a peptide amino acid sequence and an MHC pseudo amino acid sequence, predict their binding affinity value. This is MHC class I binding data. (1) The peptide sequence is IDYRHYSASF. The MHC is HLA-B44:02 with pseudo-sequence HLA-B44:02. The binding affinity (normalized) is 0.199. (2) The peptide sequence is GVKIRTKIPL. The MHC is HLA-A02:01 with pseudo-sequence HLA-A02:01. The binding affinity (normalized) is 0.127.